Predict which catalyst facilitates the given reaction. From a dataset of Catalyst prediction with 721,799 reactions and 888 catalyst types from USPTO. (1) Reactant: [Br:1][C:2]1[CH:3]=[C:4]([CH:7]=[C:8]([F:10])[CH:9]=1)[CH:5]=O.[CH3:11][C:12]([S@:15]([NH2:17])=[O:16])([CH3:14])[CH3:13].C([O-])([O-])=O.[Cs+].[Cs+]. Product: [Br:1][C:2]1[CH:3]=[C:4](/[CH:5]=[N:17]/[S@@:15]([C:12]([CH3:14])([CH3:13])[CH3:11])=[O:16])[CH:7]=[C:8]([F:10])[CH:9]=1. The catalyst class is: 2. (2) Reactant: [CH3:1][O:2][CH:3]([O:29][CH3:30])[C:4]1[N:13]=[C:12]2[C:7]([CH2:8][CH2:9][CH2:10][N:11]2[C:14](OC2C=CC=CC=2)=[O:15])=[CH:6][C:5]=1[CH2:23][N:24]([CH3:28])[C:25](=[O:27])[CH3:26].[NH2:31][C:32]1[CH:39]=[C:38]([NH:40][CH2:41][CH2:42][O:43][C:44]([F:47])([F:46])[F:45])[C:35]([C:36]#[N:37])=[CH:34][N:33]=1.[Li+].C[Si]([N-][Si](C)(C)C)(C)C.[NH4+].[Cl-]. Product: [C:36]([C:35]1[C:38]([NH:40][CH2:41][CH2:42][O:43][C:44]([F:45])([F:47])[F:46])=[CH:39][C:32]([NH:31][C:14]([N:11]2[C:12]3[C:7](=[CH:6][C:5]([CH2:23][N:24]([CH3:28])[C:25](=[O:27])[CH3:26])=[C:4]([CH:3]([O:2][CH3:1])[O:29][CH3:30])[N:13]=3)[CH2:8][CH2:9][CH2:10]2)=[O:15])=[N:33][CH:34]=1)#[N:37]. The catalyst class is: 1.